Task: Predict the reaction yield, written as a fraction of the theoretical maximum amount of product (1.0 means a 100% yield; for example, 0.34 means a 34% yield).. Dataset: Reaction yield outcomes from USPTO patents with 853,638 reactions (1) The reactants are Br[C:2]1[CH:7]=[CH:6][N:5]=[C:4]([NH:8][C:9](=[O:11])[CH3:10])[CH:3]=1.[CH3:12][C:13]1([CH3:29])[C:17]([CH3:19])([CH3:18])[O:16][B:15]([B:15]2[O:16][C:17]([CH3:19])([CH3:18])[C:13]([CH3:29])([CH3:12])[O:14]2)[O:14]1.CC([O-])=O.[K+]. The catalyst is C1C=CC(P(C2C=CC=CC=2)[C-]2C=CC=C2)=CC=1.C1C=CC(P(C2C=CC=CC=2)[C-]2C=CC=C2)=CC=1.Cl[Pd]Cl.[Fe+2].CN(C=O)C. The product is [CH3:12][C:13]1([CH3:29])[C:17]([CH3:19])([CH3:18])[O:16][B:15]([C:2]2[CH:7]=[CH:6][N:5]=[C:4]([NH:8][C:9](=[O:11])[CH3:10])[CH:3]=2)[O:14]1. The yield is 0.290. (2) The reactants are [C:1]([O:4][C:5]1[C:10]([C:11]([CH3:14])([CH3:13])[CH3:12])=[CH:9][C:8]([OH:15])=[C:7]([CH:16](O)[CH:17]([CH3:19])[CH3:18])[C:6]=1[CH3:21])(=[O:3])[CH3:2].B(F)(F)F.CCOCC. The catalyst is C1(C)C=CC=CC=1. The product is [C:1]([O:4][C:5]1[C:10]([C:11]([CH3:14])([CH3:13])[CH3:12])=[CH:9][C:8]2[O:15][C:17]([CH3:19])([CH3:18])[CH2:16][C:7]=2[C:6]=1[CH3:21])(=[O:3])[CH3:2]. The yield is 0.190. (3) The reactants are [C:1]([C:5]1[CH:52]=[CH:51][C:8]2[N:9](COCC[Si](C)(C)C)[C:10]([CH2:12][CH:13]3[CH2:16][CH:15]([CH2:17][N:18]([CH2:22][C@@H:23]4[C@H:27]5[O:28]C(C)(C)[O:30][C@H:26]5[C@H:25]([N:33]5[C:37]6[N:38]=[CH:39][N:40]=[C:41]([NH2:42])[C:36]=6[CH:35]=[CH:34]5)[CH2:24]4)[CH:19]([CH3:21])[CH3:20])[CH2:14]3)=[N:11][C:7]=2[CH:6]=1)([CH3:4])([CH3:3])[CH3:2].CO. The catalyst is Cl. The product is [NH2:42][C:41]1[C:36]2[CH:35]=[CH:34][N:33]([C@@H:25]3[CH2:24][C@H:23]([CH2:22][N:18]([CH2:17][CH:15]4[CH2:14][CH:13]([CH2:12][C:10]5[NH:9][C:8]6[CH:51]=[CH:52][C:5]([C:1]([CH3:4])([CH3:3])[CH3:2])=[CH:6][C:7]=6[N:11]=5)[CH2:16]4)[CH:19]([CH3:20])[CH3:21])[C@@H:27]([OH:28])[C@H:26]3[OH:30])[C:37]=2[N:38]=[CH:39][N:40]=1. The yield is 0.550.